Dataset: Full USPTO retrosynthesis dataset with 1.9M reactions from patents (1976-2016). Task: Predict the reactants needed to synthesize the given product. Given the product [Cl:1][C:2]1[CH:9]=[C:8]([N:10]([CH2:16][C:17]2[CH:22]=[CH:21][CH:20]=[CH:19][C:18]=2[CH3:23])[C@H:11]2[CH2:15][CH2:14][N:13]([CH2:24][C:26]3[CH:27]=[CH:28][C:29]([OH:35])=[C:30]([CH:34]=3)[C:31]([OH:33])=[O:32])[CH2:12]2)[CH:7]=[CH:6][C:3]=1[C:4]#[N:5], predict the reactants needed to synthesize it. The reactants are: [Cl:1][C:2]1[CH:9]=[C:8]([N:10]([CH2:16][C:17]2[CH:22]=[CH:21][CH:20]=[CH:19][C:18]=2[CH3:23])[C@H:11]2[CH2:15][CH2:14][NH:13][CH2:12]2)[CH:7]=[CH:6][C:3]=1[C:4]#[N:5].[CH:24]([C:26]1[CH:27]=[CH:28][C:29]([OH:35])=[C:30]([CH:34]=1)[C:31]([OH:33])=[O:32])=O.